From a dataset of NCI-60 drug combinations with 297,098 pairs across 59 cell lines. Regression. Given two drug SMILES strings and cell line genomic features, predict the synergy score measuring deviation from expected non-interaction effect. (1) Drug 1: C1=CC=C(C(=C1)C(C2=CC=C(C=C2)Cl)C(Cl)Cl)Cl. Drug 2: C1C(C(OC1N2C=NC3=C2NC=NCC3O)CO)O. Cell line: KM12. Synergy scores: CSS=0.625, Synergy_ZIP=12.8, Synergy_Bliss=14.9, Synergy_Loewe=0.500, Synergy_HSA=-0.898. (2) Drug 1: C1=CC(=C2C(=C1NCCNCCO)C(=O)C3=C(C=CC(=C3C2=O)O)O)NCCNCCO. Drug 2: C1CC(=O)NC(=O)C1N2C(=O)C3=CC=CC=C3C2=O. Cell line: HCC-2998. Synergy scores: CSS=33.9, Synergy_ZIP=4.26, Synergy_Bliss=4.49, Synergy_Loewe=-23.8, Synergy_HSA=3.85.